Dataset: Aqueous solubility values for 9,982 compounds from the AqSolDB database. Task: Regression/Classification. Given a drug SMILES string, predict its absorption, distribution, metabolism, or excretion properties. Task type varies by dataset: regression for continuous measurements (e.g., permeability, clearance, half-life) or binary classification for categorical outcomes (e.g., BBB penetration, CYP inhibition). For this dataset (solubility_aqsoldb), we predict Y. (1) The drug is COC(=O)CS(=O)(=O)c1ccc(Br)cc1. The Y is -2.48 log mol/L. (2) The drug is O=c1ccc(=O)[nH][nH]1. The Y is -1.27 log mol/L. (3) The compound is COC(=O)Nc1nc2cc(C(=O)c3ccccc3)ccc2[nH]1. The Y is -3.88 log mol/L. (4) The drug is O=[N+]([O-])c1cc([N+](=O)[O-])c([O-])c([N+](=O)[O-])c1[O-].[Pb+2]. The Y is -2.81 log mol/L. (5) The drug is NC(CS)C(=O)O. The Y is 0.360 log mol/L. (6) The molecule is C=C(C)C(=O)OCCOC(=O)CC(C)=O. The Y is -1.06 log mol/L. (7) The molecule is CC(=O)OCCC(C)C. The Y is -1.81 log mol/L.